From a dataset of NCI-60 drug combinations with 297,098 pairs across 59 cell lines. Regression. Given two drug SMILES strings and cell line genomic features, predict the synergy score measuring deviation from expected non-interaction effect. (1) Synergy scores: CSS=2.44, Synergy_ZIP=4.58, Synergy_Bliss=8.33, Synergy_Loewe=0.380, Synergy_HSA=1.68. Drug 1: C1CCN(CC1)CCOC2=CC=C(C=C2)C(=O)C3=C(SC4=C3C=CC(=C4)O)C5=CC=C(C=C5)O. Cell line: NCI-H460. Drug 2: CC1CCCC2(C(O2)CC(NC(=O)CC(C(C(=O)C(C1O)C)(C)C)O)C(=CC3=CSC(=N3)C)C)C. (2) Drug 1: C1CN(P(=O)(OC1)NCCCl)CCCl. Drug 2: N.N.Cl[Pt+2]Cl. Cell line: T-47D. Synergy scores: CSS=28.4, Synergy_ZIP=-4.57, Synergy_Bliss=-1.37, Synergy_Loewe=-1.65, Synergy_HSA=0.957. (3) Drug 1: CCCCC(=O)OCC(=O)C1(CC(C2=C(C1)C(=C3C(=C2O)C(=O)C4=C(C3=O)C=CC=C4OC)O)OC5CC(C(C(O5)C)O)NC(=O)C(F)(F)F)O. Drug 2: CN(CCCl)CCCl.Cl. Cell line: COLO 205. Synergy scores: CSS=73.6, Synergy_ZIP=9.19, Synergy_Bliss=8.92, Synergy_Loewe=5.50, Synergy_HSA=11.8. (4) Drug 1: CC1=CC2C(CCC3(C2CCC3(C(=O)C)OC(=O)C)C)C4(C1=CC(=O)CC4)C. Drug 2: CC1CCC2CC(C(=CC=CC=CC(CC(C(=O)C(C(C(=CC(C(=O)CC(OC(=O)C3CCCCN3C(=O)C(=O)C1(O2)O)C(C)CC4CCC(C(C4)OC)OCCO)C)C)O)OC)C)C)C)OC. Cell line: SK-MEL-28. Synergy scores: CSS=12.4, Synergy_ZIP=3.30, Synergy_Bliss=2.59, Synergy_Loewe=-9.11, Synergy_HSA=-0.997. (5) Drug 1: C1CCN(CC1)CCOC2=CC=C(C=C2)C(=O)C3=C(SC4=C3C=CC(=C4)O)C5=CC=C(C=C5)O. Drug 2: CC1=C(C=C(C=C1)NC2=NC=CC(=N2)N(C)C3=CC4=NN(C(=C4C=C3)C)C)S(=O)(=O)N.Cl. Cell line: DU-145. Synergy scores: CSS=14.8, Synergy_ZIP=12.5, Synergy_Bliss=20.1, Synergy_Loewe=14.7, Synergy_HSA=15.3.